Dataset: Reaction yield outcomes from USPTO patents with 853,638 reactions. Task: Predict the reaction yield, written as a fraction of the theoretical maximum amount of product (1.0 means a 100% yield; for example, 0.34 means a 34% yield). The reactants are [Br:1][C:2]1[CH:7]=[C:6]([F:8])[CH:5]=[CH:4][C:3]=1[CH:9]1[C:14]([C:15]([O:17][CH2:18][CH3:19])=[O:16])=[C:13]([CH2:20]Br)[NH:12][C:11]([C:22]2[S:23][CH:24]=[CH:25][N:26]=2)=[N:10]1.[NH:27]1[CH2:32][CH2:31][O:30][CH2:29][CH:28]1[C:33]([NH2:35])=[O:34].C(=O)([O-])[O-].[K+].[K+]. The catalyst is C(O)C. The product is [Br:1][C:2]1[CH:7]=[C:6]([F:8])[CH:5]=[CH:4][C:3]=1[CH:9]1[C:14]([C:15]([O:17][CH2:18][CH3:19])=[O:16])=[C:13]([CH2:20][N:27]2[CH2:32][CH2:31][O:30][CH2:29][CH:28]2[C:33](=[O:34])[NH2:35])[NH:12][C:11]([C:22]2[S:23][CH:24]=[CH:25][N:26]=2)=[N:10]1. The yield is 0.500.